Dataset: Forward reaction prediction with 1.9M reactions from USPTO patents (1976-2016). Task: Predict the product of the given reaction. (1) Given the reactants [CH2:1]([S:3][CH2:4][C:5]1[N:10]=[C:9]([C:11]2[S:12][C:13]3[CH:21]=[CH:20][CH:19]=[CH:18][C:14]=3[C:15](=[O:17])[N:16]=2)[CH:8]=[CH:7][CH:6]=1)[CH3:2].ClC1C=CC=C(C(OO)=[O:30])C=1, predict the reaction product. The product is: [CH2:1]([S:3]([CH2:4][C:5]1[N:10]=[C:9]([C:11]2[S:12][C:13]3[CH:21]=[CH:20][CH:19]=[CH:18][C:14]=3[C:15](=[O:17])[N:16]=2)[CH:8]=[CH:7][CH:6]=1)=[O:30])[CH3:2]. (2) Given the reactants [CH3:1][C:2]1[CH:3]=[CH:4][C:5]([NH:11][CH2:12][C:13]([F:16])([F:15])[F:14])=[C:6]([CH:10]=1)[C:7]([OH:9])=O.[CH3:17][C:18]([NH2:22])([C:20]#[CH:21])[CH3:19].CCN=C=NCCCN(C)C.CCN(C(C)C)C(C)C.C1C=CC2N(O)N=NC=2C=1, predict the reaction product. The product is: [CH3:1][C:2]1[CH:3]=[CH:4][C:5]([NH:11][CH2:12][C:13]([F:16])([F:15])[F:14])=[C:6]([CH:10]=1)[C:7]([NH:22][C:18]([CH3:19])([C:20]#[CH:21])[CH3:17])=[O:9].